From a dataset of Full USPTO retrosynthesis dataset with 1.9M reactions from patents (1976-2016). Predict the reactants needed to synthesize the given product. (1) Given the product [N:50]1([C:56]2[CH:65]=[C:64]3[C:59]([CH2:60][CH2:61][CH2:62][CH:63]3[NH:66][C:32](=[O:34])/[C:31](=[CH:35]/[C:36]3[CH:41]=[CH:40][C:39]([N:42]4[CH:46]=[C:45]([CH3:47])[N:44]=[CH:43]4)=[C:38]([O:48][CH3:49])[CH:37]=3)/[CH2:30][CH2:29][CH2:28][Cl:27])=[CH:58][CH:57]=2)[CH2:55][CH2:54][O:53][CH2:52][CH2:51]1, predict the reactants needed to synthesize it. The reactants are: C(N(C(C)C)CC)(C)C.C1C=CC2N(O)N=NC=2C=1.FC(F)(F)C(O)=O.[Cl:27][CH2:28][CH2:29][CH2:30]/[C:31](=[CH:35]\[C:36]1[CH:41]=[CH:40][C:39]([N:42]2[CH:46]=[C:45]([CH3:47])[N:44]=[CH:43]2)=[C:38]([O:48][CH3:49])[CH:37]=1)/[C:32]([OH:34])=O.[N:50]1([C:56]2[CH:65]=[C:64]3[C:59]([CH2:60][CH2:61][CH2:62][CH:63]3[NH2:66])=[CH:58][CH:57]=2)[CH2:55][CH2:54][O:53][CH2:52][CH2:51]1. (2) Given the product [ClH:18].[CH3:16][N:13]1[CH2:14][CH2:15][CH:10]([C:7]2[CH:8]=[CH:9][C:4]([C:3]([OH:17])=[O:2])=[CH:5][CH:6]=2)[CH2:11][CH2:12]1, predict the reactants needed to synthesize it. The reactants are: C[O:2][C:3](=[O:17])[C:4]1[CH:9]=[CH:8][C:7]([CH:10]2[CH2:15][CH2:14][N:13]([CH3:16])[CH2:12][CH2:11]2)=[CH:6][CH:5]=1.[ClH:18]. (3) Given the product [CH3:20][NH:21][C:13]1[CH:18]=[CH:17][C:4]([C:3]([F:8])([F:7])[C:2]([F:10])([F:9])[F:1])=[CH:15][N:14]=1, predict the reactants needed to synthesize it. The reactants are: [F:1][C:2]([F:10])([F:9])[C:3]([F:8])([F:7])[C:4]([O-])=O.[Na+].Cl[C:13]1[CH:18]=[CH:17]C(I)=[CH:15][N:14]=1.[CH3:20][NH2:21].N.C(=O)(O)[O-].[Na+]. (4) Given the product [OH:23][C@@:16]1([C:15]#[C:14][C:10]2[CH:9]=[C:8]([C:6]3[N:5]=[C:4]([C:24]([O:26][CH2:27][CH3:28])=[O:25])[CH:3]=[C:2]([C:33]4[CH:34]=[N:35][C:30]([CH3:29])=[CH:31][CH:32]=4)[N:7]=3)[CH:13]=[CH:12][CH:11]=2)[CH2:20][CH2:19][N:18]([CH3:21])[C:17]1=[O:22], predict the reactants needed to synthesize it. The reactants are: Cl[C:2]1[N:7]=[C:6]([C:8]2[CH:13]=[CH:12][CH:11]=[C:10]([C:14]#[C:15][C@:16]3([OH:23])[CH2:20][CH2:19][N:18]([CH3:21])[C:17]3=[O:22])[CH:9]=2)[N:5]=[C:4]([C:24]([O:26][CH2:27][CH3:28])=[O:25])[CH:3]=1.[CH3:29][C:30]1[N:35]=[CH:34][C:33](B(O)O)=[CH:32][CH:31]=1. (5) The reactants are: C([C:3]1[C:11]([NH2:12])=[N:10][CH:9]=[CH:8][C:4]=1[C:5]([OH:7])=[O:6])C.[C:13](Cl)(=[O:15])[CH3:14].N1C=CC=[CH:19][CH:18]=1. Given the product [C:13]([NH:12][C:11]1[CH:3]=[C:4]([CH:8]=[CH:9][N:10]=1)[C:5]([O:7][CH2:18][CH3:19])=[O:6])(=[O:15])[CH3:14], predict the reactants needed to synthesize it. (6) Given the product [CH2:21]([C@H:8]([NH:7][C:6]([C@@H:63]([NH:62][C:60]([C:57]1([NH:56][C:54]([CH:46]2[CH2:45][C:53]3[C:48](=[CH:49][CH:50]=[CH:51][CH:52]=3)[CH2:47]2)=[O:55])[CH2:58][CH2:59]1)=[O:61])[CH2:67][C:68]1[CH:69]=[CH:70][C:71]([O:74][CH3:75])=[CH:72][CH:73]=1)=[O:28])[CH:9]([C:11](=[O:20])[NH:12][CH2:13][C:14]1[CH:15]=[CH:16][CH:17]=[CH:18][CH:19]=1)[OH:10])[C:22]1[CH:23]=[CH:24][CH:25]=[CH:26][CH:27]=1, predict the reactants needed to synthesize it. The reactants are: C(O[C:6](=[O:28])[NH:7][C@@H:8]([CH2:21][C:22]1[CH:27]=[CH:26][CH:25]=[CH:24][CH:23]=1)[CH:9]([C:11](=[O:20])[NH:12][CH2:13][C:14]1[CH:19]=[CH:18][CH:17]=[CH:16][CH:15]=1)[OH:10])(C)(C)C.FC(F)(F)C(O)=O.C(N(CC)C(C)C)(C)C.[CH2:45]1[C:53]2[C:48](=[CH:49][CH:50]=[CH:51][CH:52]=2)[CH2:47][CH:46]1[C:54]([NH:56][C:57]1([C:60]([NH:62][C@@H:63]([CH2:67][C:68]2[CH:73]=[CH:72][C:71]([O:74][CH3:75])=[CH:70][CH:69]=2)C(O)=O)=[O:61])[CH2:59][CH2:58]1)=[O:55].CN(C(ON1N=NC2C=CC=NC1=2)=[N+](C)C)C.F[P-](F)(F)(F)(F)F.